Dataset: Reaction yield outcomes from USPTO patents with 853,638 reactions. Task: Predict the reaction yield, written as a fraction of the theoretical maximum amount of product (1.0 means a 100% yield; for example, 0.34 means a 34% yield). (1) The reactants are [CH3:1][C:2]1([CH3:25])[N:6]([C:7]([O:9][C:10]([CH3:13])([CH3:12])[CH3:11])=[O:8])[C@@H:5]([C@H:14]([OH:24])[C@H:15]([C:20]([O:22][CH3:23])=[O:21])[C:16]([F:19])([F:18])[F:17])[CH2:4][O:3]1.N1C(C)=CC=CC=1C.FC(F)(F)S(O[Si:40]([C:43]([CH3:46])([CH3:45])[CH3:44])([CH3:42])[CH3:41])(=O)=O. The catalyst is C(Cl)Cl. The product is [Si:40]([O:24][C@@H:14]([C@H:5]1[CH2:4][O:3][C:2]([CH3:25])([CH3:1])[N:6]1[C:7]([O:9][C:10]([CH3:11])([CH3:12])[CH3:13])=[O:8])[C@H:15]([C:20]([O:22][CH3:23])=[O:21])[C:16]([F:19])([F:17])[F:18])([C:43]([CH3:46])([CH3:45])[CH3:44])([CH3:42])[CH3:41]. The yield is 0.510. (2) The reactants are C(N(CC)CC)C.[CH3:8][C:9]1([CH3:35])[NH:13][CH2:12][CH:11]([CH2:14][N:15]2[C:23]3[C:18](=[CH:19][C:20]([C:24]4[CH:25]=[N:26][N:27]([CH:29]5[CH2:34][CH2:33][CH2:32][CH2:31][O:30]5)[CH:28]=4)=[CH:21][CH:22]=3)[CH:17]=[N:16]2)[CH2:10]1.[C:36]1([S:42](Cl)(=[O:44])=[O:43])[CH:41]=[CH:40][CH:39]=[CH:38][CH:37]=1.C(=O)(O)[O-].[Na+]. The catalyst is ClCCl. The product is [CH3:8][C:9]1([CH3:35])[N:13]([S:42]([C:36]2[CH:41]=[CH:40][CH:39]=[CH:38][CH:37]=2)(=[O:44])=[O:43])[CH2:12][CH:11]([CH2:14][N:15]2[C:23]3[C:18](=[CH:19][C:20]([C:24]4[CH:25]=[N:26][N:27]([CH:29]5[CH2:34][CH2:33][CH2:32][CH2:31][O:30]5)[CH:28]=4)=[CH:21][CH:22]=3)[CH:17]=[N:16]2)[CH2:10]1. The yield is 0.657. (3) The reactants are [CH:1]1([CH:6]([N:10]2[CH:14]=[C:13]([B:15]3[O:19][C:18]([CH3:21])([CH3:20])[C:17]([CH3:23])([CH3:22])[O:16]3)[CH:12]=[N:11]2)[CH2:7][C:8]#[N:9])[CH2:5][CH2:4][CH2:3][CH2:2]1. The catalyst is C(O)C. The product is [CH:1]1([C@H:6]([N:10]2[CH:14]=[C:13]([B:15]3[O:19][C:18]([CH3:21])([CH3:20])[C:17]([CH3:23])([CH3:22])[O:16]3)[CH:12]=[N:11]2)[CH2:7][C:8]#[N:9])[CH2:5][CH2:4][CH2:3][CH2:2]1. The yield is 0.945. (4) The reactants are [Br:1][C:2]1[CH:10]=[C:6]([C:7]([OH:9])=O)[C:5]([OH:11])=[CH:4][CH:3]=1.[CH3:12][O:13][C:14]1[CH:15]=[C:16]([CH:18]=[C:19]([C:21]([F:24])([F:23])[F:22])[CH:20]=1)[NH2:17]. No catalyst specified. The product is [Br:1][C:2]1[CH:3]=[CH:4][C:5]([OH:11])=[C:6]([CH:10]=1)[C:7]([NH:17][C:16]1[CH:18]=[C:19]([C:21]([F:23])([F:24])[F:22])[CH:20]=[C:14]([O:13][CH3:12])[CH:15]=1)=[O:9]. The yield is 0.588. (5) The reactants are [O:1]1[C:5]2[CH:6]=[CH:7][CH:8]=[CH:9][C:4]=2[C:3]([NH:10][C:11](=[O:18])OCC(Cl)(Cl)Cl)=[N:2]1.[F:19][C:20]1[C:25]([F:26])=[CH:24][CH:23]=[CH:22][C:21]=1[C:27]1[CH:32]=[CH:31][N:30]=[C:29]([N:33]2[CH2:38][CH2:37][NH:36][CH2:35][CH2:34]2)[CH:28]=1. No catalyst specified. The product is [O:1]1[C:5]2[CH:6]=[CH:7][CH:8]=[CH:9][C:4]=2[C:3]([NH:10][C:11]([N:36]2[CH2:37][CH2:38][N:33]([C:29]3[CH:28]=[C:27]([C:21]4[CH:22]=[CH:23][CH:24]=[C:25]([F:26])[C:20]=4[F:19])[CH:32]=[CH:31][N:30]=3)[CH2:34][CH2:35]2)=[O:18])=[N:2]1. The yield is 0.500.